This data is from Forward reaction prediction with 1.9M reactions from USPTO patents (1976-2016). The task is: Predict the product of the given reaction. Given the reactants C(OC(=O)[NH:7][CH2:8][C:9]#[C:10][C:11]1[CH:16]=[CH:15][CH:14]=[C:13]([C:17]2[C:18]3[C:29]([O:30][CH3:31])=[C:28]([C:32]4[CH:37]=[CH:36][CH:35]=[CH:34][CH:33]=4)[C:27]([O:38][CH3:39])=[CH:26][C:19]=3[N:20]([CH3:25])[C:21](=[O:24])[CH2:22][N:23]=2)[CH:12]=1)(C)(C)C.FC(F)(F)C(O)=O, predict the reaction product. The product is: [NH2:7][CH2:8][C:9]#[C:10][C:11]1[CH:12]=[C:13]([C:17]2[C:18]3[C:29]([O:30][CH3:31])=[C:28]([C:32]4[CH:37]=[CH:36][CH:35]=[CH:34][CH:33]=4)[C:27]([O:38][CH3:39])=[CH:26][C:19]=3[N:20]([CH3:25])[C:21](=[O:24])[CH2:22][N:23]=2)[CH:14]=[CH:15][CH:16]=1.